This data is from Full USPTO retrosynthesis dataset with 1.9M reactions from patents (1976-2016). The task is: Predict the reactants needed to synthesize the given product. (1) Given the product [C:2]1([NH2:3])[N:4]=[C:5]([NH2:6])[N:7]=[C:8]([NH2:9])[N:1]=1.[C:11]1([NH:13][C:14](=[O:15])[NH:16][C:17](=[O:18])[NH:10]1)=[O:12], predict the reactants needed to synthesize it. The reactants are: [N:1]1[C:8]([NH2:9])=[N:7][C:5]([NH2:6])=[N:4][C:2]=1[NH2:3].[NH:10]1[C:17](=[O:18])[NH:16][C:14](=[O:15])[NH:13][C:11]1=[O:12].N. (2) Given the product [C:1]1([C@@H:7]([NH:10][C:11]([C:13]2[C:22]3[C:17](=[CH:18][CH:19]=[CH:20][CH:21]=3)[C:16](=[O:23])[N:15]([C:24]3[CH:29]=[CH:28][CH:27]=[CH:26][CH:25]=3)[C:14]=2[CH2:30][C:32]#[N:33])=[O:12])[CH2:8][CH3:9])[CH:6]=[CH:5][CH:4]=[CH:3][CH:2]=1, predict the reactants needed to synthesize it. The reactants are: [C:1]1([C@@H:7]([NH:10][C:11]([C:13]2[C:22]3[C:17](=[CH:18][CH:19]=[CH:20][CH:21]=3)[C:16](=[O:23])[N:15]([C:24]3[CH:29]=[CH:28][CH:27]=[CH:26][CH:25]=3)[C:14]=2[CH2:30]Br)=[O:12])[CH2:8][CH3:9])[CH:6]=[CH:5][CH:4]=[CH:3][CH:2]=1.[C-:32]#[N:33].[Na+].O.CCCCCCC. (3) Given the product [Br:1][C:2]1[CH:7]=[CH:6][C:5]([Cl:8])=[C:4]([CH2:9][C:10]2[CH:15]=[CH:14][C:13]([CH2:16][O:17][CH:18]3[CH2:21][CH2:19]3)=[CH:12][CH:11]=2)[CH:3]=1, predict the reactants needed to synthesize it. The reactants are: [Br:1][C:2]1[CH:7]=[CH:6][C:5]([Cl:8])=[C:4]([CH2:9][C:10]2[CH:15]=[CH:14][C:13]([CH2:16][O:17][CH:18]=[CH2:19])=[CH:12][CH:11]=2)[CH:3]=1.[Zn](CC)[CH2:21]C.ICI. (4) The reactants are: [Cl:1][C:2]1[CH:3]=[CH:4][C:5]([C:8]([OH:10])=O)=[N:6][CH:7]=1.[NH2:11][C:12]1[CH:13]=[C:14]([C@:19]2([CH2:30][F:31])[CH2:24][C@@H:23]([C:25]([F:28])([F:27])[F:26])[O:22][C:21]([NH2:29])=[N:20]2)[C:15]([F:18])=[N:16][CH:17]=1. Given the product [NH2:29][C:21]1[O:22][C@H:23]([C:25]([F:26])([F:28])[F:27])[CH2:24][C@:19]([C:14]2[CH:13]=[C:12]([NH:11][C:8](=[O:10])[C:5]3[CH:4]=[CH:3][C:2]([Cl:1])=[CH:7][N:6]=3)[CH:17]=[N:16][C:15]=2[F:18])([CH2:30][F:31])[N:20]=1, predict the reactants needed to synthesize it. (5) Given the product [O:25]=[C:3]1[C:2]([NH:26][C:27]2[CH:32]=[CH:31][CH:30]=[CH:29][N:28]=2)=[CH:11][C:10]2[C:5](=[CH:6][C:7]([N:12]3[CH2:17][CH2:16][N:15]([C:18]([O:20][C:21]([CH3:24])([CH3:23])[CH3:22])=[O:19])[CH2:14][CH2:13]3)=[CH:8][CH:9]=2)[O:4]1, predict the reactants needed to synthesize it. The reactants are: Br[C:2]1[C:3](=[O:25])[O:4][C:5]2[C:10]([CH:11]=1)=[CH:9][CH:8]=[C:7]([N:12]1[CH2:17][CH2:16][N:15]([C:18]([O:20][C:21]([CH3:24])([CH3:23])[CH3:22])=[O:19])[CH2:14][CH2:13]1)[CH:6]=2.[NH2:26][C:27]1[CH:32]=[CH:31][CH:30]=[CH:29][N:28]=1.C([O-])([O-])=O.[Cs+].[Cs+]. (6) Given the product [CH3:4][N:3]([CH2:5][C:6]1[CH:14]=[CH:13][C:9]([C:10]([OH:12])=[O:11])=[CH:8][CH:7]=1)[CH3:2], predict the reactants needed to synthesize it. The reactants are: Cl.[CH3:2][N:3]([CH2:5][C:6]1[CH:14]=[CH:13][C:9]([C:10]([OH:12])=[O:11])=[CH:8][CH:7]=1)[CH3:4].C(O)CCCCCCC/C=C/CCCCCCCC. (7) Given the product [F:5][C:6]1[CH:14]=[C:13]([F:15])[CH:12]=[CH:11][C:7]=1[CH2:8][C:2]([CH3:4])([OH:3])[CH3:1], predict the reactants needed to synthesize it. The reactants are: [CH3:1][C:2]([CH3:4])=[O:3].[F:5][C:6]1[CH:14]=[C:13]([F:15])[CH:12]=[CH:11][C:7]=1[CH2:8][Mg]Br.[Cl-].[NH4+].